Dataset: Orexin1 receptor HTS with 218,158 compounds and 233 confirmed actives. Task: Binary Classification. Given a drug SMILES string, predict its activity (active/inactive) in a high-throughput screening assay against a specified biological target. (1) The drug is s1c(nc2c1cccc2)c1cc(O)c(OC)cc1. The result is 1 (active). (2) The drug is Fc1ccc(CNC(=O)CN(c2cc(c(cc2)C)C)C(=O)c2occc2)cc1. The result is 0 (inactive). (3) The molecule is S(c1[nH]c(=O)c(C(CC)C)c(O)n1)CC(=O)Nc1ccccc1. The result is 0 (inactive). (4) The molecule is Clc1c(c(NC(CC(=O)c2ccccc2)C(OCC(=O)c2sccc2)=O)ccc1)C. The result is 0 (inactive). (5) The drug is Brc1ccc(S(=O)(=O)NC(C(=O)Nc2cc(OC)ccc2)C)cc1. The result is 0 (inactive). (6) The molecule is s1cc(C2CC2)c(c1NC(=O)C)C(OCC)=O. The result is 0 (inactive).